Dataset: Forward reaction prediction with 1.9M reactions from USPTO patents (1976-2016). Task: Predict the product of the given reaction. (1) Given the reactants Cl.[Br:2][C:3]1[C:7]2=[N:8][CH:9]=[CH:10][CH:11]=[C:6]2[S:5][C:4]=1[NH2:12].[C:13]1([S:19]([Cl:22])(=[O:21])=[O:20])[CH:18]=[CH:17][CH:16]=[CH:15][CH:14]=1, predict the reaction product. The product is: [ClH:22].[Br:2][C:3]1[C:7]2=[N:8][CH:9]=[CH:10][CH:11]=[C:6]2[S:5][C:4]=1[NH:12][S:19]([C:13]1[CH:18]=[CH:17][CH:16]=[CH:15][CH:14]=1)(=[O:21])=[O:20]. (2) Given the reactants O=[C:2]1[CH2:7][CH2:6][N:5]([C:8]([O:10][C:11]([CH3:14])([CH3:13])[CH3:12])=[O:9])[CH2:4][CH2:3]1.[Br:15][C:16]1[N:21]=[CH:20][C:19]([NH2:22])=[CH:18][CH:17]=1.C(O)(=O)C.C(O[BH-](OC(=O)C)OC(=O)C)(=O)C.[Na+], predict the reaction product. The product is: [Br:15][C:16]1[N:21]=[CH:20][C:19]([NH:22][CH:2]2[CH2:7][CH2:6][N:5]([C:8]([O:10][C:11]([CH3:14])([CH3:13])[CH3:12])=[O:9])[CH2:4][CH2:3]2)=[CH:18][CH:17]=1. (3) The product is: [F:1][C:2]1[CH:7]=[C:6]([F:8])[CH:5]=[CH:4][C:3]=1[C@:9]([OH:10])([C@H:11]([N:29]1[CH2:30][CH:31]=[C:26]([C:23]2[CH:22]=[CH:21][C:20]([CH3:19])=[CH:25][N:24]=2)[CH2:27][CH2:28]1)[CH3:12])[CH2:13][N:14]1[CH:18]=[N:17][CH:16]=[N:15]1. Given the reactants [F:1][C:2]1[CH:7]=[C:6]([F:8])[CH:5]=[CH:4][C:3]=1[C@@:9]1([CH2:13][N:14]2[CH:18]=[N:17][CH:16]=[N:15]2)[C@H:11]([CH3:12])[O:10]1.[CH3:19][C:20]1[CH:21]=[CH:22][C:23]([C:26]2[CH2:27][CH2:28][NH:29][CH2:30][CH:31]=2)=[N:24][CH:25]=1.O.O.O.Cl([O-])(=O)(=O)=O.[Li+], predict the reaction product. (4) Given the reactants C([Si](C)(C)[O:6][C@@H:7]1[CH2:12][CH2:11][C@H:10]([N:13]2[CH2:17][CH2:16][CH2:15][C:14]2=[O:18])[CH2:9][CH2:8]1)(C)(C)C.[Li+].CC([N-]C(C)C)C.Br[CH2:30][C:31]1[CH:40]=[CH:39][C:38]2[C:33](=[CH:34][CH:35]=[CH:36][CH:37]=2)[C:32]=1[Cl:41].Cl, predict the reaction product. The product is: [Cl:41][C:32]1[C:33]2[C:38](=[CH:37][CH:36]=[CH:35][CH:34]=2)[CH:39]=[CH:40][C:31]=1[CH2:30][CH:15]1[CH2:16][CH2:17][N:13]([C@H:10]2[CH2:9][CH2:8][C@@H:7]([OH:6])[CH2:12][CH2:11]2)[C:14]1=[O:18]. (5) Given the reactants [C:1]([C:3]1[CH:4]=[C:5]([CH:30]=[CH:31][C:32]=1F)[C:6]([NH:8][C@H:9]([C:17]1[NH:18][CH:19]=[C:20]([C:22]2[CH:27]=[CH:26][C:25]([C:28]#[N:29])=[CH:24][CH:23]=2)[N:21]=1)[CH2:10][C:11]1[CH:16]=[CH:15][CH:14]=[CH:13][CH:12]=1)=[O:7])#[N:2].C(C1C=C(C=CC=1F)C(O)=O)#N.C([N:48](CC)CC)C.F[P-](F)(F)(F)(F)F.[N:60]1(O[P+](N(C)C)(N(C)C)N(C)C)C2C=CC=CC=2N=[N:61]1, predict the reaction product. The product is: [NH2:2][C:1]1[C:3]2[C:32](=[CH:31][CH:30]=[C:5]([C:6]([NH:8][C@H:9]([C:17]3[NH:18][CH:19]=[C:20]([C:22]4[CH:27]=[CH:26][C:25]([C:28](=[NH:48])[NH2:29])=[CH:24][CH:23]=4)[N:21]=3)[CH2:10][C:11]3[CH:16]=[CH:15][CH:14]=[CH:13][CH:12]=3)=[O:7])[CH:4]=2)[NH:61][N:60]=1. (6) Given the reactants [Cl:1][C:2]1[CH:15]=[CH:14][C:5]([CH2:6][NH:7]C(=O)C(F)(F)F)=[CH:4][C:3]=1[C:16]1[NH:20][C:19](=[O:21])[N:18]([C:22]2[CH:23]=[N:24][C:25]([C:28]([F:31])([F:30])[F:29])=[CH:26][CH:27]=2)[N:17]=1.[OH-].[K+].C1COCC1, predict the reaction product. The product is: [NH2:7][CH2:6][C:5]1[CH:14]=[CH:15][C:2]([Cl:1])=[C:3]([C:16]2[NH:20][C:19](=[O:21])[N:18]([C:22]3[CH:23]=[N:24][C:25]([C:28]([F:30])([F:29])[F:31])=[CH:26][CH:27]=3)[N:17]=2)[CH:4]=1. (7) Given the reactants [Br:1][C:2]1[CH:7]=[CH:6][C:5]([OH:8])=[CH:4][C:3]=1[CH3:9].O[CH:11]1[CH2:15][CH2:14][O:13][CH2:12]1.C1C=CC(P(C2C=CC=CC=2)C2C=CC=CC=2)=CC=1.CCOC(/N=N/C(OCC)=O)=O, predict the reaction product. The product is: [Br:1][C:2]1[CH:7]=[CH:6][C:5]([O:8][CH:11]2[CH2:15][CH2:14][O:13][CH2:12]2)=[CH:4][C:3]=1[CH3:9].